Dataset: NCI-60 drug combinations with 297,098 pairs across 59 cell lines. Task: Regression. Given two drug SMILES strings and cell line genomic features, predict the synergy score measuring deviation from expected non-interaction effect. (1) Drug 1: CC(C1=C(C=CC(=C1Cl)F)Cl)OC2=C(N=CC(=C2)C3=CN(N=C3)C4CCNCC4)N. Drug 2: CN1CCC(CC1)COC2=C(C=C3C(=C2)N=CN=C3NC4=C(C=C(C=C4)Br)F)OC. Cell line: OVCAR-4. Synergy scores: CSS=7.64, Synergy_ZIP=-2.34, Synergy_Bliss=-0.277, Synergy_Loewe=-3.25, Synergy_HSA=-0.885. (2) Drug 1: C1=CC(=C2C(=C1NCCNCCO)C(=O)C3=C(C=CC(=C3C2=O)O)O)NCCNCCO. Drug 2: CN(CCCl)CCCl.Cl. Cell line: 786-0. Synergy scores: CSS=58.7, Synergy_ZIP=-3.40, Synergy_Bliss=-0.704, Synergy_Loewe=-15.9, Synergy_HSA=2.14. (3) Drug 1: CC12CCC(CC1=CCC3C2CCC4(C3CC=C4C5=CN=CC=C5)C)O. Drug 2: C(CC(=O)O)C(=O)CN.Cl. Cell line: IGROV1. Synergy scores: CSS=10.9, Synergy_ZIP=-2.60, Synergy_Bliss=0.732, Synergy_Loewe=-1.18, Synergy_HSA=0.951. (4) Drug 1: C1=C(C(=O)NC(=O)N1)N(CCCl)CCCl. Drug 2: CN(C)C1=NC(=NC(=N1)N(C)C)N(C)C. Cell line: RXF 393. Synergy scores: CSS=25.2, Synergy_ZIP=5.21, Synergy_Bliss=9.84, Synergy_Loewe=-2.68, Synergy_HSA=7.09. (5) Drug 1: CC1=C(C=C(C=C1)C(=O)NC2=CC(=CC(=C2)C(F)(F)F)N3C=C(N=C3)C)NC4=NC=CC(=N4)C5=CN=CC=C5. Drug 2: C1CN1C2=NC(=NC(=N2)N3CC3)N4CC4. Cell line: SR. Synergy scores: CSS=62.4, Synergy_ZIP=1.29, Synergy_Bliss=0.404, Synergy_Loewe=-17.8, Synergy_HSA=-1.04. (6) Drug 1: C1=CC(=CC=C1CCC2=CNC3=C2C(=O)NC(=N3)N)C(=O)NC(CCC(=O)O)C(=O)O. Drug 2: C1CN(P(=O)(OC1)NCCCl)CCCl. Cell line: SN12C. Synergy scores: CSS=23.7, Synergy_ZIP=2.30, Synergy_Bliss=2.68, Synergy_Loewe=-16.7, Synergy_HSA=2.34.